The task is: Predict the reaction yield, written as a fraction of the theoretical maximum amount of product (1.0 means a 100% yield; for example, 0.34 means a 34% yield).. This data is from Reaction yield outcomes from USPTO patents with 853,638 reactions. (1) The reactants are [OH-].[K+].[CH3:3][O:4][C:5]1[CH:6]=[C:7]([CH2:13][O:14][C:15]2[CH:16]=[C:17]([NH2:20])[NH:18][N:19]=2)[CH:8]=[C:9]([O:11][CH3:12])[CH:10]=1.C(=O)(OC(C)(C)C)[O:22][C:23]([O:25][C:26]([CH3:29])([CH3:28])[CH3:27])=O. The catalyst is O.ClCCl. The product is [NH2:20][C:17]1[N:18]([C:23]([O:25][C:26]([CH3:29])([CH3:28])[CH3:27])=[O:22])[N:19]=[C:15]([O:14][CH2:13][C:7]2[CH:6]=[C:5]([O:4][CH3:3])[CH:10]=[C:9]([O:11][CH3:12])[CH:8]=2)[CH:16]=1. The yield is 0.990. (2) The reactants are [OH:1][C:2]1[CH:3]=[C:4]2[C:9](=[CH:10][C:11]=1[CH3:12])[N:8]=[CH:7][CH:6]=[CH:5]2.C1C(=O)N([Br:20])C(=O)C1.N(C(C)(C)C#N)=NC(C)(C)C#N.O. The catalyst is ClC1C=CC=CC=1. The product is [Br:20][C:3]1[C:2]([OH:1])=[C:11]([CH3:12])[CH:10]=[C:9]2[C:4]=1[CH:5]=[CH:6][CH:7]=[N:8]2. The yield is 0.970. (3) The product is [F:1][C:2]([F:12])([F:11])[CH2:3][CH2:4][S:5][CH2:6][CH2:7][C:8]([Cl:15])=[O:9]. The yield is 0.860. The reactants are [F:1][C:2]([F:12])([F:11])[CH2:3][CH2:4][S:5][CH2:6][CH2:7][C:8](O)=[O:9].S(Cl)([Cl:15])=O. The catalyst is ClCCl. (4) The reactants are [N+:1]([O-:4])(O)=[O:2].[C:5]([N:9]1[CH:13]=[CH:12][CH:11]=[N:10]1)([CH3:8])([CH3:7])[CH3:6]. The catalyst is OS(O)(=O)=O. The product is [C:5]([N:9]1[CH:13]=[C:12]([N+:1]([O-:4])=[O:2])[CH:11]=[N:10]1)([CH3:8])([CH3:7])[CH3:6]. The yield is 0.640. (5) The reactants are [CH2:1]([C:3]1[CH:10]=[C:9]([OH:11])[CH:8]=[C:7]([CH2:12][CH3:13])[C:4]=1[CH:5]=[O:6])[CH3:2].[C:14]1(B(O)O)[CH:19]=[CH:18][CH:17]=[CH:16][CH:15]=1.N1C=CC=CC=1. The catalyst is ClCCl.C([O-])(=O)C.[Cu+2].C([O-])(=O)C. The product is [CH2:12]([C:7]1[CH:8]=[C:9]([O:11][C:14]2[CH:19]=[CH:18][CH:17]=[CH:16][CH:15]=2)[CH:10]=[C:3]([CH2:1][CH3:2])[C:4]=1[CH:5]=[O:6])[CH3:13]. The yield is 0.770. (6) The reactants are [C:1]([OH:9])(=[O:8])[C:2]([CH2:4][C:5]([OH:7])=[O:6])=[CH2:3].[CH2:10](O)[CH2:11][CH2:12][CH2:13][CH2:14][CH3:15].O.[C:18]1(C)[CH:23]=[CH:22][C:21](S(O)(=O)=O)=[CH:20][CH:19]=1. The catalyst is O. The product is [C:1]([O:9][CH2:22][CH2:23][CH2:18][CH2:19][CH2:20][CH3:21])(=[O:8])[C:2]([CH2:4][C:5]([O:7][CH2:10][CH2:11][CH2:12][CH2:13][CH2:14][CH3:15])=[O:6])=[CH2:3]. The yield is 0.918.